Predict the reactants needed to synthesize the given product. From a dataset of Full USPTO retrosynthesis dataset with 1.9M reactions from patents (1976-2016). (1) Given the product [Br:1][C:2]1[CH:7]=[CH:6][C:5]([C:8]2[C:12]3[CH:13]=[CH:14][C:15]([CH2:17][CH2:18][CH2:19][CH2:20][N:23]([CH3:24])[CH3:22])=[CH:16][C:11]=3[S:10][N:9]=2)=[CH:4][CH:3]=1, predict the reactants needed to synthesize it. The reactants are: [Br:1][C:2]1[CH:7]=[CH:6][C:5]([C:8]2[C:12]3[CH:13]=[CH:14][C:15]([CH2:17][CH2:18][CH2:19][CH2:20]O)=[CH:16][C:11]=3[S:10][N:9]=2)=[CH:4][CH:3]=1.[CH3:22][NH:23][CH3:24]. (2) Given the product [F:12][C:9]1[CH:10]=[C:11]2[C:6](=[CH:7][CH:8]=1)[NH:5][C:4](=[O:13])[C:3]2=[CH:2][NH:26][C:27]1[CH:31]=[C:30]([C:32]2[O:33][CH:34]=[CH:35][CH:36]=2)[NH:29][N:28]=1, predict the reactants needed to synthesize it. The reactants are: O/[CH:2]=[C:3]1\[C:4](=[O:13])[NH:5][C:6]2[C:11]\1=[CH:10][C:9]([F:12])=[CH:8][CH:7]=2.O/C=C1\C(=O)NC2C\1=CC=CC=2.[NH2:26][C:27]1[CH:31]=[C:30]([C:32]2[O:33][CH:34]=[CH:35][CH:36]=2)[NH:29][N:28]=1.NC1C=CNN=1. (3) Given the product [N+:21]([C:18]1[CH:19]=[CH:20][C:15]([N:14]([CH3:1])[S:11]([CH:10]=[CH2:9])(=[O:13])=[O:12])=[CH:16][CH:17]=1)([O-:23])=[O:22], predict the reactants needed to synthesize it. The reactants are: [CH3:1]C(C)([O-])C.[K+].CN(C)[CH2:9][CH2:10][S:11]([NH:14][C:15]1[CH:20]=[CH:19][C:18]([N+:21]([O-:23])=[O:22])=[CH:17][CH:16]=1)(=[O:13])=[O:12].CI.O. (4) Given the product [F:38][C:31]([F:37])([C@H:12]1[C@H:13]([O:23][CH2:24][C:25]2[CH:26]=[CH:27][CH:28]=[CH:29][CH:30]=2)[C@@H:14]([O:15][CH2:16][C:17]2[CH:22]=[CH:21][CH:20]=[CH:19][CH:18]=2)[C@H:9]([O:8][CH2:1][C:2]2[CH:3]=[CH:4][CH:5]=[CH:6][CH:7]=2)[C@@H:10]([CH2:39][O:40][CH2:41][C:42]2[CH:43]=[CH:44][CH:45]=[CH:46][CH:47]=2)[O:11]1)[C:32]([OH:33])=[O:49], predict the reactants needed to synthesize it. The reactants are: [CH2:1]([O:8][C@H:9]1[C@H:14]([O:15][CH2:16][C:17]2[CH:22]=[CH:21][CH:20]=[CH:19][CH:18]=2)[C@@H:13]([O:23][CH2:24][C:25]2[CH:30]=[CH:29][CH:28]=[CH:27][CH:26]=2)[C@H:12]([C:31]([F:38])([F:37])[CH2:32][O:33]OCC)[O:11][C@@H:10]1[CH2:39][O:40][CH2:41][C:42]1[CH:47]=[CH:46][CH:45]=[CH:44][CH:43]=1)[C:2]1[CH:7]=[CH:6][CH:5]=[CH:4][CH:3]=1.[Li+].[OH-:49].Cl.